Binary Classification. Given a drug SMILES string, predict its activity (active/inactive) in a high-throughput screening assay against a specified biological target. From a dataset of HIV replication inhibition screening data with 41,000+ compounds from the AIDS Antiviral Screen. The drug is Cc1ccc(C)c2c1C(=O)N(c1ccccc1)C2=O. The result is 0 (inactive).